Dataset: Catalyst prediction with 721,799 reactions and 888 catalyst types from USPTO. Task: Predict which catalyst facilitates the given reaction. (1) Reactant: [F:1][C:2]1[CH:8]=[C:7]([O:9][CH3:10])[CH:6]=[CH:5][C:3]=1[NH2:4].NC1C=CC=CC=1.C([O:20][CH:21]=[C:22]([C:28](OCC)=O)[C:23]([O:25][CH2:26][CH3:27])=[O:24])C. Product: [F:1][C:2]1[CH:8]=[C:7]([O:9][CH3:10])[CH:6]=[C:5]2[C:3]=1[NH:4][CH:28]=[C:22]([C:23]([O:25][CH2:26][CH3:27])=[O:24])[C:21]2=[O:20]. The catalyst class is: 736. (2) Reactant: [C:1]([O:4][C:5]1[CH:10]=[CH:9][C:8]([NH:11][CH:12]=O)=[C:7]([NH2:14])[CH:6]=1)(=[O:3])[CH3:2]. Product: [C:1]([O:4][C:5]1[CH:10]=[CH:9][C:8]2[NH:11][CH:12]=[N:14][C:7]=2[CH:6]=1)(=[O:3])[CH3:2]. The catalyst class is: 15. (3) Reactant: [NH2:1][C:2]1[C:3]([C:13]([NH2:15])=[O:14])=[CH:4][C:5]([CH3:12])=[C:6]([CH:11]=1)[C:7]([O:9]C)=[O:8].[OH-].[Na+].Cl. Product: [NH2:1][C:2]1[C:3]([C:13](=[O:14])[NH2:15])=[CH:4][C:5]([CH3:12])=[C:6]([CH:11]=1)[C:7]([OH:9])=[O:8]. The catalyst class is: 5. (4) Reactant: [CH3:1][O:2][C:3]1[CH:4]=[C:5]2[C:10](=[CH:11][C:12]=1[O:13][CH3:14])[N:9]=[CH:8][N:7]=[C:6]2[O:15][C:16]1[CH:22]=[CH:21][C:19]([NH2:20])=[CH:18][CH:17]=1.ClC(Cl)(O[C:27](=[O:33])OC(Cl)(Cl)Cl)Cl.[CH2:35]([NH2:40])[CH2:36][CH2:37][CH2:38][CH3:39].CO. Product: [CH3:1][O:2][C:3]1[CH:4]=[C:5]2[C:10](=[CH:11][C:12]=1[O:13][CH3:14])[N:9]=[CH:8][N:7]=[C:6]2[O:15][C:16]1[CH:22]=[CH:21][C:19]([NH:20][C:27]([NH:40][CH2:35][CH2:36][CH2:37][CH2:38][CH3:39])=[O:33])=[CH:18][CH:17]=1. The catalyst class is: 542. (5) Reactant: [N+:1]([C:4]1[CH:22]=[CH:21][C:7]([O:8][C@H:9]2[CH2:13][CH2:12][N:11](C(OC(C)(C)C)=O)[CH2:10]2)=[CH:6][CH:5]=1)([O-:3])=[O:2].[ClH:23].CC(=O)OCC. Product: [ClH:23].[N+:1]([C:4]1[CH:22]=[CH:21][C:7]([O:8][C@H:9]2[CH2:13][CH2:12][NH:11][CH2:10]2)=[CH:6][CH:5]=1)([O-:3])=[O:2]. The catalyst class is: 425.